Dataset: Reaction yield outcomes from USPTO patents with 853,638 reactions. Task: Predict the reaction yield, written as a fraction of the theoretical maximum amount of product (1.0 means a 100% yield; for example, 0.34 means a 34% yield). (1) The reactants are [N+:1]([C:4]1[C:5]([CH:14]=O)=[CH:6][CH:7]=[C:8]2[C:13]=1[N:12]=[CH:11][CH:10]=[CH:9]2)([O-:3])=[O:2].[NH2:16][C:17]1[CH:22]=[CH:21][CH:20]=[CH:19][CH:18]=1.[BH4-].[Na+]. The catalyst is CO. The product is [N+:1]([C:4]1[C:5]([CH2:14][NH:16][C:17]2[CH:22]=[CH:21][CH:20]=[CH:19][CH:18]=2)=[CH:6][CH:7]=[C:8]2[C:13]=1[N:12]=[CH:11][CH:10]=[CH:9]2)([O-:3])=[O:2]. The yield is 0.690. (2) The reactants are F[P-](F)(F)(F)(F)F.C[N+](C)=C(N(C)C)ON1C2N=CC=CC=2N=N1.[NH2:25][C:26]1[N:35]=[C:34]([N:36]2[CH2:41][CH2:40][N:39]([CH3:42])[CH2:38][CH2:37]2)[C:33]2[C:28](=[CH:29][C:30]([C:43]([OH:45])=O)=[CH:31][CH:32]=2)[N:27]=1.CN(C)C=O.C(N(CC)C(C)C)(C)C.[NH2:60][C@@H:61]([CH2:64][C:65]1[CH:70]=[CH:69][C:68]([O:71][CH:72]([CH3:74])[CH3:73])=[CH:67][CH:66]=1)[C:62]#[N:63]. No catalyst specified. The product is [NH2:25][C:26]1[N:35]=[C:34]([N:36]2[CH2:41][CH2:40][N:39]([CH3:42])[CH2:38][CH2:37]2)[C:33]2[C:28](=[CH:29][C:30]([C:43]([NH:60][C@H:61]([C:62]#[N:63])[CH2:64][C:65]3[CH:70]=[CH:69][C:68]([O:71][CH:72]([CH3:74])[CH3:73])=[CH:67][CH:66]=3)=[O:45])=[CH:31][CH:32]=2)[N:27]=1. The yield is 0.100. (3) The reactants are Br[C:2]1[N:3]=[C:4]2[C:10]3[CH:11]=[CH:12][CH:13]=[CH:14][C:9]=3[NH:8][C:7]3[N:15]=[CH:16][CH:17]=[CH:18][C:6]=3[N:5]2[C:19]=1[C:20]1[CH:25]=[CH:24][C:23]([C:26]2([NH:30][C:31](=[O:37])[O:32][C:33]([CH3:36])([CH3:35])[CH3:34])[CH2:29][CH2:28][CH2:27]2)=[CH:22][CH:21]=1.CC1(C)C(C)(C)OB([C:46]2[CH:51]=[CH:50][C:49]([N:52]3[CH2:57][CH2:56][CH2:55][CH2:54][C:53]3=[O:58])=[CH:48][CH:47]=2)O1.C([O-])([O-])=O.[Na+].[Na+]. The catalyst is CN(C=O)C.O.CC(P(C(C)(C)C)C1C=CC(N(C)C)=CC=1)(C)C.CC(P(C(C)(C)C)C1C=CC(N(C)C)=CC=1)(C)C.Cl[Pd]Cl. The product is [C:33]([O:32][C:31](=[O:37])[NH:30][C:26]1([C:23]2[CH:24]=[CH:25][C:20]([C:19]3[N:5]4[C:6]5[CH:18]=[CH:17][CH:16]=[N:15][C:7]=5[NH:8][C:9]5[CH:14]=[CH:13][CH:12]=[CH:11][C:10]=5[C:4]4=[N:3][C:2]=3[C:46]3[CH:51]=[CH:50][C:49]([N:52]4[CH2:57][CH2:56][CH2:55][CH2:54][C:53]4=[O:58])=[CH:48][CH:47]=3)=[CH:21][CH:22]=2)[CH2:29][CH2:28][CH2:27]1)([CH3:35])([CH3:34])[CH3:36]. The yield is 0.546. (4) The reactants are [Cl:1][C:2]1[CH:3]=[C:4]([NH:9][C:10]2[C:19]3[C:14](=[CH:15][C:16]([O:22][CH2:23][C:24]4[N:25]=[C:26]([CH:29]5[CH2:34][CH2:33][NH:32][CH2:31][CH2:30]5)[S:27][CH:28]=4)=[C:17]([O:20][CH3:21])[CH:18]=3)[N:13]=[CH:12][N:11]=2)[CH:5]=[CH:6][C:7]=1[Cl:8].[CH2:35]=O. The catalyst is C(O)=O. The product is [ClH:1].[Cl:1][C:2]1[CH:3]=[C:4]([NH:9][C:10]2[C:19]3[C:14](=[CH:15][C:16]([O:22][CH2:23][C:24]4[N:25]=[C:26]([CH:29]5[CH2:34][CH2:33][N:32]([CH3:35])[CH2:31][CH2:30]5)[S:27][CH:28]=4)=[C:17]([O:20][CH3:21])[CH:18]=3)[N:13]=[CH:12][N:11]=2)[CH:5]=[CH:6][C:7]=1[Cl:8]. The yield is 0.370.